Dataset: Reaction yield outcomes from USPTO patents with 853,638 reactions. Task: Predict the reaction yield, written as a fraction of the theoretical maximum amount of product (1.0 means a 100% yield; for example, 0.34 means a 34% yield). (1) The reactants are Cl.[F:2][C:3]1[CH:4]=[C:5]([CH:44]=[CH:45][CH:46]=1)[CH2:6][N:7]1[CH:11]=[C:10]([C:12]2[C:20]3[C:15](=[N:16][CH:17]=[C:18]([C:21]4[CH:26]=[CH:25][C:24]([N:27]5[CH2:32][CH2:31][NH:30][CH2:29][CH2:28]5)=[C:23]([CH3:33])[CH:22]=4)[CH:19]=3)[N:14]([S:34]([C:37]3[CH:43]=[CH:42][C:40]([CH3:41])=[CH:39][CH:38]=3)(=[O:36])=[O:35])[CH:13]=2)[CH:9]=[N:8]1.[CH3:47][C@H:48]1[CH2:50][O:49]1.CCN(C(C)C)C(C)C. The catalyst is C(O)C. The product is [F:2][C:3]1[CH:4]=[C:5]([CH:44]=[CH:45][CH:46]=1)[CH2:6][N:7]1[CH:11]=[C:10]([C:12]2[C:20]3[C:15](=[N:16][CH:17]=[C:18]([C:21]4[CH:26]=[CH:25][C:24]([N:27]5[CH2:28][CH2:29][N:30]([CH2:47][C@@H:48]([OH:49])[CH3:50])[CH2:31][CH2:32]5)=[C:23]([CH3:33])[CH:22]=4)[CH:19]=3)[N:14]([S:34]([C:37]3[CH:38]=[CH:39][C:40]([CH3:41])=[CH:42][CH:43]=3)(=[O:35])=[O:36])[CH:13]=2)[CH:9]=[N:8]1. The yield is 0.973. (2) The reactants are Cl[C:2]1[C:11]([C:12]([OH:14])=[O:13])=[CH:10][C:9]2[C:4](=[CH:5][CH:6]=[C:7]([Cl:15])[CH:8]=2)[N:3]=1.[CH2:16]([O:23][C:24]1[CH:35]=[CH:34][C:27]([CH2:28][C@@H:29]([C:31]([OH:33])=[O:32])[NH2:30])=[CH:26][CH:25]=1)[C:17]1[CH:22]=[CH:21][CH:20]=[CH:19][CH:18]=1. No catalyst specified. The product is [CH2:16]([O:23][C:24]1[CH:35]=[CH:34][C:27]([CH2:28][C@H:29]([NH:30][C:2]2[C:11]([C:12]([OH:14])=[O:13])=[CH:10][C:9]3[C:4](=[CH:5][CH:6]=[C:7]([Cl:15])[CH:8]=3)[N:3]=2)[C:31]([OH:33])=[O:32])=[CH:26][CH:25]=1)[C:17]1[CH:22]=[CH:21][CH:20]=[CH:19][CH:18]=1. The yield is 0.320. (3) The reactants are [CH2:1]([O:3][C:4]([CH:6]1[CH2:19][CH2:18][C:9]2[C:10]3[C:15](Cl)=[N:14][CH:13]=[N:12][C:11]=3[S:17][C:8]=2[CH2:7]1)=[O:5])[CH3:2].[Br:20][C:21]1[CH:22]=[C:23]([CH:25]=[CH:26][CH:27]=1)[NH2:24]. The catalyst is C(O)C.Cl. The product is [Br:20][C:21]1[CH:22]=[C:23]([NH:24][C:15]2[C:10]3[C:9]4[CH2:18][CH2:19][CH:6]([C:4]([O:3][CH2:1][CH3:2])=[O:5])[CH2:7][C:8]=4[S:17][C:11]=3[N:12]=[CH:13][N:14]=2)[CH:25]=[CH:26][CH:27]=1. The yield is 0.770. (4) The reactants are [Br:1][C:2]1[CH:3]=[C:4]([N:13]([CH:19]2[CH2:24][CH2:23][O:22][CH2:21][CH2:20]2)[CH2:14][C:15]([F:18])([F:17])[F:16])[C:5]([CH3:12])=[C:6]([CH:11]=1)[C:7]([O:9]C)=[O:8].[OH-].[Na+]. The catalyst is C1COCC1.CO. The product is [Br:1][C:2]1[CH:3]=[C:4]([N:13]([CH:19]2[CH2:24][CH2:23][O:22][CH2:21][CH2:20]2)[CH2:14][C:15]([F:16])([F:18])[F:17])[C:5]([CH3:12])=[C:6]([CH:11]=1)[C:7]([OH:9])=[O:8]. The yield is 0.900. (5) The reactants are C[O:2][C:3]([C:5]1[S:6][C:7]([C:25]#[C:26][C:27]([CH3:30])([CH3:29])[CH3:28])=[CH:8][C:9]=1[N:10]([C@H:20]1[CH2:23][C@@H:22]([OH:24])[CH2:21]1)[C:11]([C@H:13]1[CH2:18][CH2:17][C@H:16]([CH3:19])[CH2:15][CH2:14]1)=[O:12])=[O:4].C1COCC1.CO.[OH-].[Li+]. The catalyst is O. The product is [CH3:29][C:27]([CH3:28])([CH3:30])[C:26]#[C:25][C:7]1[S:6][C:5]([C:3]([OH:4])=[O:2])=[C:9]([N:10]([C@H:20]2[CH2:21][C@@H:22]([OH:24])[CH2:23]2)[C:11]([CH:13]2[CH2:18][CH2:17][CH:16]([CH3:19])[CH2:15][CH2:14]2)=[O:12])[CH:8]=1. The yield is 0.740.